From a dataset of Forward reaction prediction with 1.9M reactions from USPTO patents (1976-2016). Predict the product of the given reaction. (1) The product is: [F:2][C:3]1[CH:4]=[CH:5][C:6]([C:7]([CH:9]2[CH2:14][CH2:13][N:12]([C:17]([O:19][C:20]([CH3:23])([CH3:22])[CH3:21])=[O:18])[CH2:11][CH2:10]2)=[O:8])=[CH:15][CH:16]=1. Given the reactants Cl.[F:2][C:3]1[CH:16]=[CH:15][C:6]([C:7]([CH:9]2[CH2:14][CH2:13][NH:12][CH2:11][CH2:10]2)=[O:8])=[CH:5][CH:4]=1.[C:17](O[C:17]([O:19][C:20]([CH3:23])([CH3:22])[CH3:21])=[O:18])([O:19][C:20]([CH3:23])([CH3:22])[CH3:21])=[O:18], predict the reaction product. (2) Given the reactants [NH2:1][C:2]1[N:10]=[C:9]2[C:5]([N:6]=[CH:7][N:8]2[C@@H:11]2[O:17][C@H:16]([CH2:18][OH:19])[C@@H:14]([OH:15])[C@@:12]2([CH3:20])[OH:13])=[C:4](Cl)[N:3]=1.O1CCOCC1.Cl.[CH3:29][O:30][C:31](=[O:35])[CH2:32][CH2:33][NH2:34], predict the reaction product. The product is: [CH3:29][O:30][C:31](=[O:35])[CH2:32][CH2:33][NH:34][C:4]1[N:3]=[C:2]([NH2:1])[N:10]=[C:9]2[C:5]=1[N:6]=[CH:7][N:8]2[C@@H:11]1[O:17][C@H:16]([CH2:18][OH:19])[C@@H:14]([OH:15])[C@@:12]1([CH3:20])[OH:13]. (3) Given the reactants [I-].[CH3:2][S+](C)(C)=O.[H-].[Na+].[CH3:9][C:10]1([CH3:23])[C:14]([CH3:15])=[CH:13][CH2:12][CH:11]1[C:16]1[CH2:21][CH2:20][C:19](=[O:22])[CH2:18][CH:17]=1, predict the reaction product. The product is: [CH3:9][C:10]1([CH3:23])[C:14]([CH3:15])=[CH:13][CH2:12][CH:11]1[C:16]1[CH2:21][CH2:20][C:19]2([O:22][CH2:2]2)[CH2:18][CH:17]=1. (4) The product is: [CH2:1]([O:3][C:4]1[CH:5]=[C:6]([C:13]([O:22][CH3:23])([O:20][CH3:21])[CH2:14][CH2:15][C:16]([O-:18])=[O:17])[CH:7]=[CH:8][C:9]=1[O:10][CH2:11][CH3:12])[CH3:2].[K+:25]. Given the reactants [CH2:1]([O:3][C:4]1[CH:5]=[C:6]([C:13]([O:22][CH3:23])([O:20][CH3:21])[CH2:14][CH2:15][C:16]([O:18]C)=[O:17])[CH:7]=[CH:8][C:9]=1[O:10][CH2:11][CH3:12])[CH3:2].[OH-].[K+:25], predict the reaction product. (5) Given the reactants [N+:1]([C:4]1[CH:28]=[CH:27][C:26]([N:29]2[CH2:34][CH2:33][CH2:32][CH2:31][CH2:30]2)=[CH:25][C:5]=1[C:6]([NH:8][C:9]1[CH:10]=[N:11][C:12]([C:15]2[CH:20]=[CH:19][CH:18]=[C:17]([C:21]([F:24])([F:23])[F:22])[CH:16]=2)=[N:13][CH:14]=1)=[O:7])([O-])=O.CO, predict the reaction product. The product is: [NH2:1][C:4]1[CH:28]=[CH:27][C:26]([N:29]2[CH2:34][CH2:33][CH2:32][CH2:31][CH2:30]2)=[CH:25][C:5]=1[C:6]([NH:8][C:9]1[CH:10]=[N:11][C:12]([C:15]2[CH:20]=[CH:19][CH:18]=[C:17]([C:21]([F:23])([F:24])[F:22])[CH:16]=2)=[N:13][CH:14]=1)=[O:7]. (6) Given the reactants [CH3:1][C:2]1[N:3]=[C:4]([NH:12][C:13](=[O:15])[CH3:14])[S:5][C:6]=1[C:7]1[S:8][CH:9]=[CH:10][CH:11]=1.[Cl:16][S:17](O)(=[O:19])=[O:18].P(Cl)(Cl)(Cl)(Cl)Cl.[Cl-].[P+]=O, predict the reaction product. The product is: [C:13]([NH:12][C:4]1[S:5][C:6]([C:7]2[S:8][C:9]([S:17]([Cl:16])(=[O:19])=[O:18])=[CH:10][CH:11]=2)=[C:2]([CH3:1])[N:3]=1)(=[O:15])[CH3:14].